Dataset: Microsomal clearance measurements from AstraZeneca. Task: Regression/Classification. Given a drug SMILES string, predict its absorption, distribution, metabolism, or excretion properties. Task type varies by dataset: regression for continuous measurements (e.g., permeability, clearance, half-life) or binary classification for categorical outcomes (e.g., BBB penetration, CYP inhibition). For this dataset (clearance_microsome_az), we predict log10(clearance) (log10 of the in vitro intrinsic clearance, CLint, in uL/min per mg of human liver microsomal protein, equivalently mL/min/g; values are censored to the assay range of 3 to 150, which is 0.477 to 2.18 on this log10 scale). (1) The molecule is NC(=O)Nc1cc(-c2ccccc2)sc1C(N)=O. The log10(clearance) is 1.43. (2) The molecule is COC(=O)C1=C(C)NC(C)=C(C(=O)OC)C1c1ccccc1[N+](=O)[O-]. The log10(clearance) is 2.18. (3) The drug is CCC(CC)NC(=O)c1cn(-c2ccccc2)nc1NS(=O)(=O)c1ccc(C)cc1. The log10(clearance) is 0.950. (4) The compound is CNc1nc(C)c(-c2nc(Nc3cccc(N4CCCN(C(C)=O)CC4)c3)ncc2C#N)s1. The log10(clearance) is 2.18. (5) The compound is Cc1cc(CCCOc2c(C)cc(-c3noc(C(F)(F)F)n3)cc2C)on1. The log10(clearance) is 1.16. (6) The molecule is O=C(NS(=O)(=O)c1cccc(Cl)c1)N1CCC(N2CCC(Oc3ccc(Cl)c(Cl)c3)CC2)CC1. The log10(clearance) is 0.780. (7) The compound is O=C(NS(=O)(=O)c1ccccc1Cl)c1ccc[nH]1. The log10(clearance) is 0.480.